Dataset: Forward reaction prediction with 1.9M reactions from USPTO patents (1976-2016). Task: Predict the product of the given reaction. (1) Given the reactants C([O:3][C:4](=[O:10])[CH2:5][C@H:6]([NH2:9])[CH2:7][CH3:8])C.Br[C:12]1[CH:17]=[CH:16][C:15]([C:18]([F:21])([F:20])[F:19])=[CH:14][CH:13]=1.C(=O)([O-])[O-].[K+].[K+].Cl, predict the reaction product. The product is: [F:19][C:18]([F:21])([F:20])[C:15]1[CH:16]=[CH:17][C:12]([NH:9][C@H:6]([CH2:7][CH3:8])[CH2:5][C:4]([OH:3])=[O:10])=[CH:13][CH:14]=1. (2) Given the reactants C(OC([N:8]([C@H:20]([CH2:43][O:44][Si](C)(C)C)[CH2:21][C:22]1[CH:27]=[CH:26][C:25]([NH:28][C:29]([NH:31][C:32]2[CH:33]=[C:34]([CH:40]=[CH:41][CH:42]=2)[C:35]([O:37][CH2:38][CH3:39])=[O:36])=[O:30])=[CH:24][CH:23]=1)[CH2:9][C@H:10]([OH:19])[CH2:11][O:12][C:13]1[CH:18]=[CH:17][CH:16]=[CH:15][CH:14]=1)=O)(C)(C)C.FC(F)(F)C(O)=O, predict the reaction product. The product is: [OH:44][CH2:43][C@@H:20]([NH:8][CH2:9][C@H:10]([OH:19])[CH2:11][O:12][C:13]1[CH:14]=[CH:15][CH:16]=[CH:17][CH:18]=1)[CH2:21][C:22]1[CH:27]=[CH:26][C:25]([NH:28][C:29]([NH:31][C:32]2[CH:33]=[C:34]([CH:40]=[CH:41][CH:42]=2)[C:35]([O:37][CH2:38][CH3:39])=[O:36])=[O:30])=[CH:24][CH:23]=1. (3) Given the reactants [F:1][C:2]1[CH:7]=[CH:6][C:5]([C:8]2[O:9][C:10]3[CH:20]=[CH:19][C:18]([C:21]4[C:22]([CH3:32])=[CH:23][C:24]([O:30][CH3:31])=[C:25]([CH:29]=4)[C:26]([OH:28])=O)=[CH:17][C:11]=3[C:12]=2[C:13](=[O:16])[NH:14][CH3:15])=[CH:4][CH:3]=1.Cl.[N:34]1[CH:39]=[CH:38][C:37]([C:40]2([NH2:43])[CH2:42][CH2:41]2)=[CH:36][N:35]=1.CN([P+](ON1N=NC2C=CC=CC1=2)(N(C)C)N(C)C)C.F[P-](F)(F)(F)(F)F, predict the reaction product. The product is: [F:1][C:2]1[CH:7]=[CH:6][C:5]([C:8]2[O:9][C:10]3[CH:20]=[CH:19][C:18]([C:21]4[CH:29]=[C:25]([C:26](=[O:28])[NH:43][C:40]5([C:37]6[CH:38]=[CH:39][N:34]=[N:35][CH:36]=6)[CH2:42][CH2:41]5)[C:24]([O:30][CH3:31])=[CH:23][C:22]=4[CH3:32])=[CH:17][C:11]=3[C:12]=2[C:13]([NH:14][CH3:15])=[O:16])=[CH:4][CH:3]=1. (4) Given the reactants [C:1]([O:5][C:6]([N:8]([C:13]1[CH:14]=[C:15]2[C:19](=[CH:20][CH:21]=1)[N:18]([CH2:22][C:23]([OH:25])=[O:24])[CH:17]=[CH:16]2)[S:9]([CH3:12])(=[O:11])=[O:10])=[O:7])([CH3:4])([CH3:3])[CH3:2].[Cl:26][C:27]1[CH:28]=[N+:29]([O-:52])[CH:30]=[C:31]([Cl:51])[C:32]=1[CH2:33][C@@H:34]([C:36]1[CH:41]=[CH:40][C:39]([O:42][CH:43]([F:45])[F:44])=[C:38]([O:46][CH2:47][CH:48]2[CH2:50][CH2:49]2)[CH:37]=1)O.C(Cl)CCl.Cl, predict the reaction product. The product is: [C:1]([O:5][C:6]([N:8]([C:13]1[CH:14]=[C:15]2[C:19](=[CH:20][CH:21]=1)[N:18]([CH2:22][C:23]([O:25][C@H:34]([C:36]1[CH:41]=[CH:40][C:39]([O:42][CH:43]([F:44])[F:45])=[C:38]([O:46][CH2:47][CH:48]3[CH2:49][CH2:50]3)[CH:37]=1)[CH2:33][C:32]1[C:31]([Cl:51])=[CH:30][N+:29]([O-:52])=[CH:28][C:27]=1[Cl:26])=[O:24])[CH:17]=[CH:16]2)[S:9]([CH3:12])(=[O:11])=[O:10])=[O:7])([CH3:4])([CH3:2])[CH3:3]. (5) Given the reactants C[O:2][C:3]1[C:12]2[C:7](=[CH:8][CH:9]=[CH:10][CH:11]=2)[C:6]([O:13]C)=[CH:5][C:4]=1/[CH:15]=[C:16](\[CH2:20][CH2:21][CH3:22])/[C:17]([OH:19])=[O:18].C1(=O)C2C(=CC=CC=2)C(=O)C=C1/C=C(\C)/C(O)=O, predict the reaction product. The product is: [C:3]1(=[O:2])[C:12]2[C:7](=[CH:8][CH:9]=[CH:10][CH:11]=2)[C:6](=[O:13])[CH:5]=[C:4]1/[CH:15]=[C:16](\[CH2:20][CH2:21][CH3:22])/[C:17]([OH:19])=[O:18]. (6) Given the reactants [NH2:1][C:2]1[CH:3]=[C:4]([C:8]2[S:12][C:11]([C:13]3[CH:14]=[C:15]4[C:19](=[CH:20][CH:21]=3)[C:18](=[O:22])[N:17]([CH3:23])[CH2:16]4)=[CH:10][CH:9]=2)[CH:5]=[N:6][CH:7]=1.[S:24]1[CH:28]=[CH:27][CH:26]=[C:25]1[S:29](Cl)(=[O:31])=[O:30], predict the reaction product. The product is: [CH3:23][N:17]1[CH2:16][C:15]2[C:19](=[CH:20][CH:21]=[C:13]([C:11]3[S:12][C:8]([C:4]4[CH:3]=[C:2]([NH:1][S:29]([C:25]5[S:24][CH:28]=[CH:27][CH:26]=5)(=[O:31])=[O:30])[CH:7]=[N:6][CH:5]=4)=[CH:9][CH:10]=3)[CH:14]=2)[C:18]1=[O:22].